From a dataset of Catalyst prediction with 721,799 reactions and 888 catalyst types from USPTO. Predict which catalyst facilitates the given reaction. (1) Reactant: [N:1]1[CH:6]=[CH:5][CH:4]=[CH:3][C:2]=1[N:7]1[C:11]([C:12]([F:15])([F:14])[F:13])=[C:10]([C:16]2[O:20][N:19]=[C:18]([C:21]3[CH:28]=[CH:27][C:24]([CH:25]=O)=[CH:23][CH:22]=3)[N:17]=2)[CH:9]=[N:8]1.[NH:29]1[CH2:32][CH:31]([C:33]([OH:35])=[O:34])[CH2:30]1.C([BH3-])#N.[Na+]. Product: [N:1]1[CH:6]=[CH:5][CH:4]=[CH:3][C:2]=1[N:7]1[C:11]([C:12]([F:15])([F:13])[F:14])=[C:10]([C:16]2[O:20][N:19]=[C:18]([C:21]3[CH:22]=[CH:23][C:24]([CH2:25][N:29]4[CH2:32][CH:31]([C:33]([OH:35])=[O:34])[CH2:30]4)=[CH:27][CH:28]=3)[N:17]=2)[CH:9]=[N:8]1. The catalyst class is: 212. (2) Reactant: CC1(C)C(C)(C)OB([C:9]2[CH:10]=[N:11][N:12](C(OC(C)(C)C)=O)[CH:13]=2)O1.Br[C:23]1[CH:28]=[CH:27][CH:26]=[C:25]([N+:29]([O-:31])=[O:30])[CH:24]=1.C([O-])([O-])=O.[Na+].[Na+]. Product: [N+:29]([C:25]1[CH:24]=[C:23]([C:9]2[CH:13]=[N:12][NH:11][CH:10]=2)[CH:28]=[CH:27][CH:26]=1)([O-:31])=[O:30]. The catalyst class is: 600. (3) Reactant: [OH-].[Na+].[CH2:3]([O:5][C:6]1[CH:11]=[C:10]([CH2:12][N:13]2[CH2:16][C:15]3([CH2:20][C:19]([N:21]4[CH2:26][CH2:25][C:24]([CH3:32])([C:27]([O:29]CC)=[O:28])[CH2:23][CH2:22]4)=[N:18][O:17]3)[CH2:14]2)[CH:9]=[C:8]([C:33]([F:36])([F:35])[F:34])[C:7]=1[C:37]1[CH:42]=[CH:41][C:40]([F:43])=[CH:39][CH:38]=1)[CH3:4]. Product: [CH2:3]([O:5][C:6]1[CH:11]=[C:10]([CH2:12][N:13]2[CH2:14][C:15]3([CH2:20][C:19]([N:21]4[CH2:26][CH2:25][C:24]([CH3:32])([C:27]([OH:29])=[O:28])[CH2:23][CH2:22]4)=[N:18][O:17]3)[CH2:16]2)[CH:9]=[C:8]([C:33]([F:34])([F:35])[F:36])[C:7]=1[C:37]1[CH:38]=[CH:39][C:40]([F:43])=[CH:41][CH:42]=1)[CH3:4]. The catalyst class is: 8. (4) Reactant: Cl[C:2]1[N:7]=[C:6]([Cl:8])[N:5]=[CH:4][N:3]=1.C(N(C(C)C)CC)(C)C.[NH2:18][C:19]1[CH:24]=[CH:23][C:22]([N:25]2[CH2:30][CH2:29][CH2:28][C@@H:27]([OH:31])[CH2:26]2)=[CH:21][CH:20]=1. Product: [Cl:8][C:6]1[N:5]=[CH:4][N:3]=[C:2]([NH:18][C:19]2[CH:24]=[CH:23][C:22]([N:25]3[CH2:30][CH2:29][CH2:28][C@@H:27]([OH:31])[CH2:26]3)=[CH:21][CH:20]=2)[N:7]=1. The catalyst class is: 12. (5) Reactant: [Br:1][C:2]1[C:10]2[C:5](=[N:6][CH:7]=[CH:8][C:9]=2[O:11][C:12]2[C:17]([F:18])=[CH:16][C:15]([NH:19]C(=O)C(F)(F)F)=[CH:14][C:13]=2[F:26])[N:4](COCC[Si](C)(C)C)[CH:3]=1.Cl.[OH-].[Li+]. Product: [Br:1][C:2]1[C:10]2[C:5](=[N:6][CH:7]=[CH:8][C:9]=2[O:11][C:12]2[C:17]([F:18])=[CH:16][C:15]([NH2:19])=[CH:14][C:13]=2[F:26])[NH:4][CH:3]=1. The catalyst class is: 38.